From a dataset of Reaction yield outcomes from USPTO patents with 853,638 reactions. Predict the reaction yield, written as a fraction of the theoretical maximum amount of product (1.0 means a 100% yield; for example, 0.34 means a 34% yield). (1) The reactants are [OH:1][C:2]1[CH:3]=[C:4]2[C:9](=[CH:10][CH:11]=1)[C:8](=[O:12])[CH2:7][CH2:6][CH2:5]2.[F:13][C:14]([F:27])([F:26])[S:15](O[S:15]([C:14]([F:27])([F:26])[F:13])(=[O:17])=[O:16])(=[O:17])=[O:16].Cl. The catalyst is N1C=CC=CC=1.C(OCC)(=O)C. The product is [F:13][C:14]([F:27])([F:26])[S:15]([O:1][C:2]1[CH:11]=[CH:10][C:9]2[C:8](=[O:12])[CH2:7][CH2:6][CH2:5][C:4]=2[CH:3]=1)(=[O:17])=[O:16]. The yield is 1.00. (2) The reactants are [H-].[Na+].[F:3][C:4]([F:8])([CH3:7])[CH2:5][OH:6].Cl[C:10]1[C:15]([C:16]#[N:17])=[CH:14][N:13]=[CH:12][N:11]=1. The catalyst is C1COCC1. The product is [F:3][C:4]([F:8])([CH3:7])[CH2:5][O:6][C:10]1[C:15]([C:16]#[N:17])=[CH:14][N:13]=[CH:12][N:11]=1. The yield is 0.510. (3) The reactants are [F:1][C:2]([F:12])([F:11])[C:3]1[CH:8]=[CH:7][N:6]=[C:5]([CH:9]=O)[CH:4]=1.[CH3:13][C:14]([S@:17]([NH2:19])=[O:18])([CH3:16])[CH3:15]. The catalyst is C(Cl)Cl.S([O-])([O-])(=O)=O.[Cu+2]. The product is [F:1][C:2]([F:12])([F:11])[C:3]1[CH:8]=[CH:7][N:6]=[C:5](/[CH:9]=[N:19]/[S@@:17]([C:14]([CH3:16])([CH3:15])[CH3:13])=[O:18])[CH:4]=1. The yield is 0.750. (4) The reactants are [F:1][OH:2].[S:3](Cl)([C:6]1[CH:12]=[CH:11][C:9]([CH3:10])=[CH:8][CH:7]=1)(=[O:5])=[O:4]. The catalyst is N1C=CC=CC=1. The product is [S:3]([C:6]1[CH:12]=[CH:11][C:9]([CH3:10])=[CH:8][CH:7]=1)([O:2][F:1])(=[O:5])=[O:4]. The yield is 0.980.